Dataset: Forward reaction prediction with 1.9M reactions from USPTO patents (1976-2016). Task: Predict the product of the given reaction. (1) Given the reactants [C:1]([C:3]1[N:4]=[C:5]([O:17][CH3:18])[C:6]([NH:9][CH2:10][CH:11]2[CH2:16][CH2:15][NH:14][CH2:13][CH2:12]2)=[N:7][CH:8]=1)#[N:2].[CH2:19]([O:26][C:27](ON1C(=O)CCC1=O)=[O:28])[C:20]1[CH:25]=[CH:24][CH:23]=[CH:22][CH:21]=1, predict the reaction product. The product is: [CH2:19]([O:26][C:27]([N:14]1[CH2:15][CH2:16][CH:11]([CH2:10][NH:9][C:6]2[C:5]([O:17][CH3:18])=[N:4][C:3]([C:1]#[N:2])=[CH:8][N:7]=2)[CH2:12][CH2:13]1)=[O:28])[C:20]1[CH:25]=[CH:24][CH:23]=[CH:22][CH:21]=1. (2) Given the reactants [O:1]=[C:2]([CH2:13][CH2:14][CH2:15][CH2:16][CH2:17][C:18]([CH3:22])([CH3:21])[CH2:19][OH:20])[CH2:3][CH2:4][CH2:5][CH2:6][CH2:7][C:8]([CH3:12])([CH3:11])[CH2:9][OH:10].[BH4-].[Na+].C(OCC)(=O)C.Cl, predict the reaction product. The product is: [CH3:21][C:18]([CH3:22])([CH2:17][CH2:16][CH2:15][CH2:14][CH2:13][CH:2]([OH:1])[CH2:3][CH2:4][CH2:5][CH2:6][CH2:7][C:8]([CH3:12])([CH3:11])[CH2:9][OH:10])[CH2:19][OH:20]. (3) Given the reactants [Br:1][C:2]1[CH:7]=[C:6](F)[C:5]([N+:9]([O-:11])=[O:10])=[CH:4][C:3]=1[C:12]([F:15])([F:14])[F:13].C(N(CC)C(C)C)(C)C.[CH3:25][NH:26][CH:27]([CH3:30])[CH2:28][OH:29].O, predict the reaction product. The product is: [Br:1][C:2]1[C:3]([C:12]([F:15])([F:14])[F:13])=[CH:4][C:5]([N+:9]([O-:11])=[O:10])=[C:6]([N:26]([CH3:25])[CH:27]([CH3:30])[CH2:28][OH:29])[CH:7]=1. (4) Given the reactants [CH3:1][NH:2][C:3]([C:5]1[CH:10]=[C:9]([O:11][C:12]2[CH:31]=[CH:30][C:15]3[N:16]=[C:17]([NH:19][CH2:20][C:21]4([C:27](O)=[O:28])[CH2:26][CH2:25][CH2:24][CH2:23][CH2:22]4)[O:18][C:14]=3[CH:13]=2)[CH:8]=[CH:7][N:6]=1)=[O:4].C[CH2:33][N:34](C(C)C)C(C)C.F[P-](F)(F)(F)(F)F.CN(C(=[N+](C)C)ON1C2=NC=CC=C2N=N1)C.CN.C1COCC1, predict the reaction product. The product is: [CH3:1][NH:2][C:3]([C:5]1[CH:10]=[C:9]([O:11][C:12]2[CH:31]=[CH:30][C:15]3[N:16]=[C:17]([NH:19][CH2:20][C:21]4([C:27](=[O:28])[NH:34][CH3:33])[CH2:22][CH2:23][CH2:24][CH2:25][CH2:26]4)[O:18][C:14]=3[CH:13]=2)[CH:8]=[CH:7][N:6]=1)=[O:4]. (5) Given the reactants [N:1]([CH:4]([C:6]1[CH:7]=[C:8]([C:22]2[N:27]=[C:26]([CH3:28])[N:25]=[C:24]([N:29]([CH2:39][C:40]3[CH:45]=[CH:44][C:43]([O:46][CH3:47])=[CH:42][CH:41]=3)[CH2:30][C:31]3[CH:36]=[CH:35][C:34]([O:37][CH3:38])=[CH:33][CH:32]=3)[N:23]=2)[C:9]([NH:12][C:13]2[CH:14]=[N:15][C:16]([O:20][CH3:21])=[C:17]([F:19])[CH:18]=2)=[N:10][CH:11]=1)[CH3:5])=[N+]=[N-], predict the reaction product. The product is: [NH2:1][CH:4]([C:6]1[CH:7]=[C:8]([C:22]2[N:27]=[C:26]([CH3:28])[N:25]=[C:24]([N:29]([CH2:30][C:31]3[CH:36]=[CH:35][C:34]([O:37][CH3:38])=[CH:33][CH:32]=3)[CH2:39][C:40]3[CH:45]=[CH:44][C:43]([O:46][CH3:47])=[CH:42][CH:41]=3)[N:23]=2)[C:9]([NH:12][C:13]2[CH:14]=[N:15][C:16]([O:20][CH3:21])=[C:17]([F:19])[CH:18]=2)=[N:10][CH:11]=1)[CH3:5]. (6) Given the reactants [CH2:1]([O:3][C:4](=[O:34])[CH:5]([C:10]1[CH:11]=[C:12]([C:24]2[CH:29]=[CH:28][C:27]([C:30]([F:33])([F:32])[F:31])=[CH:26][CH:25]=2)[CH:13]=[C:14](OS(C(F)(F)F)(=O)=O)[CH:15]=1)[CH2:6][CH:7]([CH3:9])[CH3:8])[CH3:2].[F:35][C:36]([F:53])([F:52])[C:37]1[N:42]=[C:41](B2OC(C)(C)C(C)(C)O2)[CH:40]=[CH:39][CH:38]=1.C([O-])([O-])=O.[Na+].[Na+], predict the reaction product. The product is: [CH2:1]([O:3][C:4](=[O:34])[CH:5]([C:10]1[CH:11]=[C:12]([C:24]2[CH:25]=[CH:26][C:27]([C:30]([F:32])([F:33])[F:31])=[CH:28][CH:29]=2)[CH:13]=[C:14]([C:41]2[CH:40]=[CH:39][CH:38]=[C:37]([C:36]([F:35])([F:52])[F:53])[N:42]=2)[CH:15]=1)[CH2:6][CH:7]([CH3:9])[CH3:8])[CH3:2]. (7) The product is: [Cl:19][C:18]1[C:13]([N:20]2[CH2:25][CH2:24][NH:23][CH2:22][CH2:21]2)=[N:14][CH:15]=[CH:16][CH:17]=1. Given the reactants C[Si](C)(C)C1C=C(C=CC=1)N.Cl[C:13]1[C:18]([Cl:19])=[CH:17][CH:16]=[CH:15][N:14]=1.[NH:20]1[CH2:25][CH2:24][NH:23][CH2:22][CH2:21]1, predict the reaction product.